Predict the product of the given reaction. From a dataset of Forward reaction prediction with 1.9M reactions from USPTO patents (1976-2016). (1) Given the reactants [CH2:1]([O:3][C:4](=[O:15])[CH2:5][N:6]1[C:11]([CH3:12])=[CH:10][N:9]=[C:8](Br)[C:7]1=[O:14])[CH3:2].[N:16]1[CH:21]=[CH:20][CH:19]=[CH:18][C:17]=1[O:22][CH2:23][CH2:24][NH2:25], predict the reaction product. The product is: [CH2:1]([O:3][C:4](=[O:15])[CH2:5][N:6]1[C:11]([CH3:12])=[CH:10][N:9]=[C:8]([NH:25][CH2:24][CH2:23][O:22][C:17]2[CH:18]=[CH:19][CH:20]=[CH:21][N:16]=2)[C:7]1=[O:14])[CH3:2]. (2) The product is: [CH3:19][C:22]([CH2:27][C:26]([CH2:84][C:83]([OH:82])=[O:85])=[O:29])=[O:23]. Given the reactants CC1C=C[C:19]([C@H:22]2[C@H:27](O)[C@@H:26]([OH:29])[C@H](O)[C@@H](SC)[O:23]2)=CC=1CC1C=CC(OCCCC(O)=O)=CC=1.NC(C)(C)C(N1CCN(C)CC1)=O.CN(C(ON1N=NC2C=CC=NC1=2)=[N+](C)C)C.F[P-](F)(F)(F)(F)F.CCN(C(C)C)C(C)C.C([O:82][C:83](=[O:85])[CH3:84])(=O)C, predict the reaction product. (3) Given the reactants [C:1]([C:3]1[N:8]=[C:7]([CH2:9][P:10](=[O:17])([O:14][CH2:15][CH3:16])[O:11][CH2:12][CH3:13])[CH:6]=[CH:5][CH:4]=1)#[N:2].[C:18](OC)(=[O:26])[C:19]1[C:20](=[CH:22][CH:23]=[CH:24][CH:25]=1)[SH:21].C(N(CC)CC)C, predict the reaction product. The product is: [O:26]=[C:18]1[C:19]2[CH:25]=[CH:24][CH:23]=[CH:22][C:20]=2[S:21][C:1]([C:3]2[N:8]=[C:7]([CH2:9][P:10](=[O:17])([O:11][CH2:12][CH3:13])[O:14][CH2:15][CH3:16])[CH:6]=[CH:5][CH:4]=2)=[N:2]1.